Dataset: Catalyst prediction with 721,799 reactions and 888 catalyst types from USPTO. Task: Predict which catalyst facilitates the given reaction. (1) Reactant: [OH:1][CH2:2][CH:3]1[C:12]2[C:7](=[C:8]3[CH2:15][O:14][C:13](=[O:16])[C:9]3=[CH:10][CH:11]=2)[CH2:6][CH2:5][O:4]1.[C:17]1([CH3:27])[CH:22]=[CH:21][C:20]([S:23](Cl)(=[O:25])=[O:24])=[CH:19][CH:18]=1.N1C=CC=CC=1. Product: [O:16]=[C:13]1[C:9]2[C:8](=[C:7]3[C:12](=[CH:11][CH:10]=2)[CH:3]([CH2:2][O:1][S:23]([C:20]2[CH:21]=[CH:22][C:17]([CH3:27])=[CH:18][CH:19]=2)(=[O:25])=[O:24])[O:4][CH2:5][CH2:6]3)[CH2:15][O:14]1. The catalyst class is: 2. (2) Reactant: [CH3:1][O:2][C:3](=[O:31])[CH2:4][C:5]1[C:14]2[C:9](=[CH:10][C:11]([O:17][CH3:18])=[C:12]([O:15][CH3:16])[CH:13]=2)[C:8]([CH2:19][C:20]2[CH:25]=[CH:24][CH:23]=[C:22]([O:26][CH:27]([CH2:29][CH3:30])[CH3:28])[CH:21]=2)=[N:7][CH:6]=1.[Se](=O)=[O:33].C(OCC)(=O)C.CCCCCC. Product: [CH3:1][O:2][C:3](=[O:31])[CH2:4][C:5]1[C:14]2[C:9](=[CH:10][C:11]([O:17][CH3:18])=[C:12]([O:15][CH3:16])[CH:13]=2)[C:8]([C:19](=[O:33])[C:20]2[CH:25]=[CH:24][CH:23]=[C:22]([O:26][CH:27]([CH2:29][CH3:30])[CH3:28])[CH:21]=2)=[N:7][CH:6]=1. The catalyst class is: 13. (3) Reactant: C(O)(C(F)(F)F)=O.C(OC([NH:15][CH2:16][C:17]([NH:19][CH2:20][C:21]1([C:34]2[CH:39]=[CH:38][CH:37]=[C:36]([C:40]3[CH:41]=[N:42][N:43]([CH3:45])[CH:44]=3)[CH:35]=2)[CH2:26][CH2:25][N:24](C(OC(C)(C)C)=O)[CH2:23][CH2:22]1)=[O:18])=O)(C)(C)C. Product: [NH2:15][CH2:16][C:17]([NH:19][CH2:20][C:21]1([C:34]2[CH:39]=[CH:38][CH:37]=[C:36]([C:40]3[CH:41]=[N:42][N:43]([CH3:45])[CH:44]=3)[CH:35]=2)[CH2:22][CH2:23][NH:24][CH2:25][CH2:26]1)=[O:18]. The catalyst class is: 2.